This data is from Full USPTO retrosynthesis dataset with 1.9M reactions from patents (1976-2016). The task is: Predict the reactants needed to synthesize the given product. (1) Given the product [Si:1]([O:8][C@H:9]1[C@H:13]2[O:14][CH2:15][C@@H:16]([O:17][C:18]3[N:40]([CH2:41][O:42][CH2:43][CH2:44][Si:45]([CH3:48])([CH3:47])[CH3:46])[C:21]4=[N:22][C:23]([C:27]5[CH:32]=[CH:31][C:30]([C@H:33]6[CH2:38][CH2:37][C@H:36]([NH:39][C:50](=[O:49])[O:51][CH:52]7[CH2:61][CH2:62][O:57][CH2:58][CH2:59]7)[CH2:35][CH2:34]6)=[CH:29][CH:28]=5)=[C:24]([Cl:26])[CH:25]=[C:20]4[N:19]=3)[C@H:12]2[O:11][CH2:10]1)([C:4]([CH3:6])([CH3:7])[CH3:5])([CH3:3])[CH3:2], predict the reactants needed to synthesize it. The reactants are: [Si:1]([O:8][C@H:9]1[C@H:13]2[O:14][CH2:15][C@@H:16]([O:17][C:18]3[N:40]([CH2:41][O:42][CH2:43][CH2:44][Si:45]([CH3:48])([CH3:47])[CH3:46])[C:21]4=[N:22][C:23]([C:27]5[CH:32]=[CH:31][C:30]([C@H:33]6[CH2:38][CH2:37][C@H:36]([NH2:39])[CH2:35][CH2:34]6)=[CH:29][CH:28]=5)=[C:24]([Cl:26])[CH:25]=[C:20]4[N:19]=3)[C@H:12]2[O:11][CH2:10]1)([C:4]([CH3:7])([CH3:6])[CH3:5])([CH3:3])[CH3:2].[O:49]=[C:50](Cl)[O:51][C:52](Cl)(Cl)Cl.[O:57]1[CH2:62][CH2:61]C(O)[CH2:59][CH2:58]1. (2) Given the product [Cl:1][CH2:2][CH2:3][CH2:4][C:6]1[CH:7]=[C:8]2[C:13](=[CH:14][CH:15]=1)[NH:12][C:11](=[O:16])[CH2:10][CH:9]2[CH3:17], predict the reactants needed to synthesize it. The reactants are: [Cl:1][CH2:2][CH2:3][C:4]([C:6]1[CH:7]=[C:8]2[C:13](=[CH:14][CH:15]=1)[NH:12][C:11](=[O:16])[CH2:10][CH:9]2[CH3:17])=O.FC(F)(F)C(O)=O.C([SiH](CC)CC)C. (3) Given the product [ClH:1].[CH3:29][C:21]1[CH:20]=[C:19]([O:18][CH2:17][CH2:16][CH2:15][CH:12]2[CH2:11][CH2:10][NH:9][CH2:14][CH2:13]2)[CH:24]=[C:23]([CH3:25])[C:22]=1[C:26]([OH:28])=[O:27], predict the reactants needed to synthesize it. The reactants are: [ClH:1].C(OC([N:9]1[CH2:14][CH2:13][CH:12]([CH2:15][CH2:16][CH2:17][O:18][C:19]2[CH:24]=[C:23]([CH3:25])[C:22]([C:26]([OH:28])=[O:27])=[C:21]([CH3:29])[CH:20]=2)[CH2:11][CH2:10]1)=O)(C)(C)C. (4) Given the product [O:18]=[C:17]1[O:6][C:5]([C:4]2[CH:8]=[CH:9][CH:10]=[CH:11][C:3]=2[C:2]([F:13])([F:12])[F:1])=[N:14][C:15]2[C:23]([C:24]([NH:25][C:26]3[CH:31]=[CH:30][CH:29]=[CH:28][N:27]=3)=[O:32])=[CH:22][CH:21]=[CH:20][C:16]1=2, predict the reactants needed to synthesize it. The reactants are: [F:1][C:2]([F:13])([F:12])[C:3]1[CH:11]=[CH:10][CH:9]=[CH:8][C:4]=1[C:5](Cl)=[O:6].[NH2:14][C:15]1[C:23]([C:24](=[O:32])[NH:25][C:26]2[CH:31]=[CH:30][CH:29]=[CH:28][N:27]=2)=[CH:22][CH:21]=[CH:20][C:16]=1[C:17](O)=[O:18].O.